From a dataset of Reaction yield outcomes from USPTO patents with 853,638 reactions. Predict the reaction yield, written as a fraction of the theoretical maximum amount of product (1.0 means a 100% yield; for example, 0.34 means a 34% yield). (1) The reactants are [I:1][C:2]1[CH:3]=[C:4]([NH2:28])[C:5]([NH:8][CH2:9][C:10]2[CH:15]=[CH:14][C:13]([O:16][CH2:17][C:18]3[CH:19]=[N:20][C:21]([O:24][CH3:25])=[CH:22][CH:23]=3)=[C:12]([O:26][CH3:27])[CH:11]=2)=[CH:6][CH:7]=1.[CH:29](OCC)(OCC)OCC.O.C1(C)C=CC(S(O)(=O)=O)=CC=1.O. The catalyst is C(O)C.C(OCC)(=O)C. The product is [I:1][C:2]1[CH:7]=[CH:6][C:5]2[N:8]([CH2:9][C:10]3[CH:15]=[CH:14][C:13]([O:16][CH2:17][C:18]4[CH:19]=[N:20][C:21]([O:24][CH3:25])=[CH:22][CH:23]=4)=[C:12]([O:26][CH3:27])[CH:11]=3)[CH:29]=[N:28][C:4]=2[CH:3]=1. The yield is 0.910. (2) The reactants are [C:1]([C:5]1[O:9][C:8]([NH2:10])=[N:7][N:6]=1)([CH3:4])([CH3:3])[CH3:2].CCN(CC)CC.Cl[C:19]([O:21][CH2:22][C:23]([Cl:26])([Cl:25])[Cl:24])=[O:20]. The catalyst is CC#N. The product is [Cl:24][C:23]([Cl:26])([Cl:25])[CH2:22][O:21][C:19](=[O:20])[NH:10][C:8]1[O:9][C:5]([C:1]([CH3:4])([CH3:3])[CH3:2])=[N:6][N:7]=1. The yield is 0.730. (3) The reactants are [NH2:1][CH:2]1[CH2:5][N:4]([C:6]([C:8]2[CH:9]=[C:10]([CH:23]=[CH:24][C:25]=2[F:26])[CH2:11][C:12]2[C:21]3[C:16](=[CH:17][CH:18]=[CH:19][CH:20]=3)[C:15](=[O:22])[NH:14][N:13]=2)=[O:7])[CH2:3]1.[CH:27]1([C:30](=O)[CH3:31])[CH2:29][CH2:28]1.C(O[BH-](OC(=O)C)OC(=O)C)(=O)C.[Na+]. No catalyst specified. The product is [CH:27]1([CH:30]([NH:1][CH:2]2[CH2:3][N:4]([C:6]([C:8]3[CH:9]=[C:10]([CH:23]=[CH:24][C:25]=3[F:26])[CH2:11][C:12]3[C:21]4[C:16](=[CH:17][CH:18]=[CH:19][CH:20]=4)[C:15](=[O:22])[NH:14][N:13]=3)=[O:7])[CH2:5]2)[CH3:31])[CH2:29][CH2:28]1. The yield is 0.430. (4) The reactants are FC1C=CC(C2N=C(C(N3[CH2:29][CH2:28][C:27]4[C:22](=[CH:23][CH:24]=[C:25]([CH3:31])[C:26]=4[OH:30])C3)=O)C3C(=CC=CC=3)N=2)=CC=1.FC1C=CC(C2N=C([C:49]([OH:51])=[O:50])C3C(=CC=CC=3)N=2)=CC=1.Cl.O[C:54]1[C:63](C)=[CH:62][CH:61]=[C:60]2[C:55]=1[CH2:56]CNC2. No catalyst specified. The product is [CH2:56]([O:30][C:26]1[C:25]([CH3:31])=[CH:24][CH:23]=[CH:22][C:27]=1/[CH:28]=[CH:29]\[C:49]([OH:51])=[O:50])[C:55]1[CH:60]=[CH:61][CH:62]=[CH:63][CH:54]=1. The yield is 0.0900. (5) The reactants are CO[C:3]([C:5]1[N:6]([CH2:31][CH:32]=[O:33])[CH:7]=[C:8]([C:20](=[O:30])[NH:21][CH2:22][C:23]2[CH:28]=[CH:27][C:26]([F:29])=[CH:25][CH:24]=2)[C:9](=[O:19])[C:10]=1[O:11][CH2:12][C:13]1[CH:18]=[CH:17][CH:16]=[CH:15][CH:14]=1)=[O:4].[NH2:34][C@@H:35]([CH3:38])[CH2:36]O.C(O)(=O)C. The catalyst is ClCCl. The product is [F:29][C:26]1[CH:25]=[CH:24][C:23]([CH2:22][NH:21][C:20]([C:8]2[C:9](=[O:19])[C:10]([O:11][CH2:12][C:13]3[CH:14]=[CH:15][CH:16]=[CH:17][CH:18]=3)=[C:5]3[C:3](=[O:4])[N:34]4[C@@H:35]([CH3:38])[CH2:36][O:33][C@@H:32]4[CH2:31][N:6]3[CH:7]=2)=[O:30])=[CH:28][CH:27]=1. The yield is 0.950. (6) The reactants are [C:1]([CH:4]1[CH2:9][CH2:8][CH:7]([N:10]2[C:19](=[O:20])[CH2:18][C:17]3[C:12](=[CH:13][C:14]([O:23][CH:24]([CH3:26])[CH3:25])=[C:15]([O:21][CH3:22])[CH:16]=3)[CH:11]2[C:27]2[CH:32]=[CH:31][C:30]([Cl:33])=[CH:29][CH:28]=2)[CH2:6][CH2:5]1)(=[O:3])[CH3:2].[CH3:34][Mg]Br. The catalyst is C1COCC1. The product is [Cl:33][C:30]1[CH:29]=[CH:28][C:27]([CH:11]2[C:12]3[C:17](=[CH:16][C:15]([O:21][CH3:22])=[C:14]([O:23][CH:24]([CH3:26])[CH3:25])[CH:13]=3)[CH2:18][C:19](=[O:20])[N:10]2[CH:7]2[CH2:6][CH2:5][CH:4]([C:1]([OH:3])([CH3:34])[CH3:2])[CH2:9][CH2:8]2)=[CH:32][CH:31]=1. The yield is 0.170. (7) The reactants are I[CH2:2][CH:3]=[CH2:4].[CH3:5][N:6]([CH3:18])[C:7]1[CH:8]=[C:9]([F:17])[C:10]([N+:14]([O-:16])=[O:15])=[C:11]([OH:13])[CH:12]=1.C(=O)([O-])[O-].[K+].[K+]. The catalyst is CS(C)=O.CCOCC.O. The product is [CH2:2]([O:13][C:11]1[CH:12]=[C:7]([N:6]([CH3:18])[CH3:5])[CH:8]=[C:9]([F:17])[C:10]=1[N+:14]([O-:16])=[O:15])[CH:3]=[CH2:4]. The yield is 0.860. (8) The reactants are [CH2:1]([C:3]1[NH:7][C:6]([C:8]([NH:10][C@H:11]2[CH2:16][CH2:15][N:14]([C:17]3[S:18][C:19]([C:23]([O:25]CC)=[O:24])=[C:20]([CH3:22])[N:21]=3)[CH2:13][C@H:12]2[O:28][CH3:29])=[O:9])=[N:5][C:4]=1[I:30])[CH3:2].[OH-].[Li+]. No catalyst specified. The product is [CH2:1]([C:3]1[NH:7][C:6]([C:8]([NH:10][C@H:11]2[CH2:16][CH2:15][N:14]([C:17]3[S:18][C:19]([C:23]([OH:25])=[O:24])=[C:20]([CH3:22])[N:21]=3)[CH2:13][C@H:12]2[O:28][CH3:29])=[O:9])=[N:5][C:4]=1[I:30])[CH3:2]. The yield is 0.320. (9) The reactants are [CH3:1][S:2](Cl)(=[O:4])=[O:3].[CH2:6]([O:13][C:14](=[O:27])[NH:15][C:16]1[C:25]2[CH2:24][CH:23]([NH2:26])[CH2:22][CH2:21][C:20]=2[CH:19]=[CH:18][CH:17]=1)[C:7]1[CH:12]=[CH:11][CH:10]=[CH:9][CH:8]=1.C(N(C(C)C)CC)(C)C.O. The catalyst is C(Cl)Cl. The product is [CH2:6]([O:13][C:14](=[O:27])[NH:15][C:16]1[C:25]2[CH2:24][CH:23]([NH:26][S:2]([CH3:1])(=[O:4])=[O:3])[CH2:22][CH2:21][C:20]=2[CH:19]=[CH:18][CH:17]=1)[C:7]1[CH:12]=[CH:11][CH:10]=[CH:9][CH:8]=1. The yield is 0.580.